Predict the product of the given reaction. From a dataset of Forward reaction prediction with 1.9M reactions from USPTO patents (1976-2016). (1) Given the reactants Cl[C:2]1[CH:7]=[C:6]([Cl:8])[N:5]=[CH:4][N:3]=1.[F:9][C:10]([F:25])([F:24])[CH:11]([C:13]1[CH:18]=[CH:17][CH:16]=[CH:15][C:14]=1[N:19]1[CH:23]=[CH:22][CH:21]=[N:20]1)[OH:12].[H-].[Na+], predict the reaction product. The product is: [Cl:8][C:6]1[CH:7]=[C:2]([O:12][CH:11]([C:13]2[CH:18]=[CH:17][CH:16]=[CH:15][C:14]=2[N:19]2[CH:23]=[CH:22][CH:21]=[N:20]2)[C:10]([F:9])([F:25])[F:24])[N:3]=[CH:4][N:5]=1. (2) The product is: [Cl:6][C:7]1[CH:8]=[CH:9][C:10]([CH2:13][O:14][C:15]2[CH:20]=[CH:19][N:18]([C:21]3[CH:22]=[N:23][C:24]([NH:5][CH2:4][CH2:3][NH:2][CH3:1])=[CH:25][CH:26]=3)[C:17](=[O:28])[CH:16]=2)=[N:11][CH:12]=1. Given the reactants [CH3:1][NH:2][CH2:3][CH2:4][NH2:5].[Cl:6][C:7]1[CH:8]=[CH:9][C:10]([CH2:13][O:14][C:15]2[CH:20]=[CH:19][N:18]([C:21]3[CH:22]=[N:23][C:24](F)=[CH:25][CH:26]=3)[C:17](=[O:28])[CH:16]=2)=[N:11][CH:12]=1.C(=O)([O-])[O-].[K+].[K+], predict the reaction product. (3) The product is: [Cl:1][C:2]1[CH:8]=[C:7]2[C:5](=[C:4]([F:10])[CH:3]=1)[NH:6][C:12]([C:11]([OH:16])=[O:15])=[CH:14]2. Given the reactants [Cl:1][C:2]1[CH:8]=[C:7](I)[C:5]([NH2:6])=[C:4]([F:10])[CH:3]=1.[C:11]([OH:16])(=[O:15])[C:12]([CH3:14])=O.C1N2CCN(CC2)C1, predict the reaction product. (4) Given the reactants [Br:1][C:2]1[N:6]2[CH:7]=[C:8]([C:15]3[CH:19]=CO[CH:16]=3)[CH:9]=[C:10]([C:11]([F:14])([F:13])[F:12])[C:5]2=[N:4][C:3]=1[C:20]([N:22]1[CH2:26][CH2:25][CH:24]([C:27]2[CH:32]=[CH:31][C:30]([F:33])=[CH:29][CH:28]=2)[CH2:23]1)=[O:21].BrC1N2C=C(Br)C=C(C(F)(F)F)C2=NC=1C(N1CCC(C2C=CC(F)=CC=2)C1)=O.[NH:63]1C=C(B2OC(C)(C)C(C)(C)O2)C=[N:64]1, predict the reaction product. The product is: [Br:1][C:2]1[N:6]2[CH:7]=[C:8]([C:15]3[CH:16]=[N:63][NH:64][CH:19]=3)[CH:9]=[C:10]([C:11]([F:14])([F:13])[F:12])[C:5]2=[N:4][C:3]=1[C:20]([N:22]1[CH2:26][CH2:25][CH:24]([C:27]2[CH:28]=[CH:29][C:30]([F:33])=[CH:31][CH:32]=2)[CH2:23]1)=[O:21]. (5) Given the reactants [CH3:1][O:2][C:3]1[CH:8]=[C:7]([CH3:9])[C:6]([S:10]([N:13]([CH2:15][C:16]2[O:20][CH:19]=[C:18]([C:21](O)=[O:22])[CH:17]=2)[CH3:14])(=[O:12])=[O:11])=[C:5]([CH3:24])[CH:4]=1.C1N=CN(C(N2C=NC=C2)=O)C=1.CCN(C(C)C)C(C)C.Cl.[I-:47].[NH2:48][CH2:49][C:50]1[CH:55]=[CH:54][C:53]([NH:56][C:57]2[CH:62]=[CH:61][CH:60]=[CH:59][N+:58]=2[CH3:63])=[CH:52][CH:51]=1, predict the reaction product. The product is: [I-:47].[CH3:1][O:2][C:3]1[CH:8]=[C:7]([CH3:9])[C:6]([S:10]([N:13]([CH2:15][C:16]2[O:20][CH:19]=[C:18]([C:21]([NH:48][CH2:49][C:50]3[CH:55]=[CH:54][C:53]([NH:56][C:57]4[CH:62]=[CH:61][CH:60]=[CH:59][N+:58]=4[CH3:63])=[CH:52][CH:51]=3)=[O:22])[CH:17]=2)[CH3:14])(=[O:11])=[O:12])=[C:5]([CH3:24])[CH:4]=1. (6) Given the reactants [CH3:1][O:2][C:3](=[O:35])[C:4]1[CH:9]=[C:8]([O:10][C:11]2[CH:16]=[CH:15][C:14]([N+:17]([O-])=O)=[C:13]([O:20][CH2:21][CH2:22][CH3:23])[CH:12]=2)[CH:7]=[CH:6][C:5]=1[NH:24][S:25]([C:28]1[CH:33]=[CH:32][C:31]([CH3:34])=[CH:30][CH:29]=1)(=[O:27])=[O:26].[H][H], predict the reaction product. The product is: [CH3:1][O:2][C:3](=[O:35])[C:4]1[CH:9]=[C:8]([O:10][C:11]2[CH:16]=[CH:15][C:14]([NH2:17])=[C:13]([O:20][CH2:21][CH2:22][CH3:23])[CH:12]=2)[CH:7]=[CH:6][C:5]=1[NH:24][S:25]([C:28]1[CH:29]=[CH:30][C:31]([CH3:34])=[CH:32][CH:33]=1)(=[O:27])=[O:26]. (7) Given the reactants [CH3:1][O:2][CH2:3][CH2:4][NH:5][CH2:6][CH2:7][O:8][CH3:9].[NH2:10][C:11]1[CH2:12][C:13]([C:29](OCC)=[O:30])=[CH:14][C:15]2[CH:21]=[CH:20][C:19]([C:22]([F:28])([F:27])[C:23]([F:26])([F:25])[F:24])=[CH:18][C:16]=2[N:17]=1, predict the reaction product. The product is: [NH2:10][C:11]1[CH2:12][C:13]([C:29]([N:5]([CH2:6][CH2:7][O:8][CH3:9])[CH2:4][CH2:3][O:2][CH3:1])=[O:30])=[CH:14][C:15]2[CH:21]=[CH:20][C:19]([C:22]([F:28])([F:27])[C:23]([F:24])([F:25])[F:26])=[CH:18][C:16]=2[N:17]=1. (8) Given the reactants C(OC(=O)[NH:7][CH:8]1[CH2:13][CH2:12][N:11]([C:14]2[CH:19]=[CH:18][CH:17]=[C:16]([C:20]3[N:24]([CH3:25])[C:23]4[CH:26]=[CH:27][CH:28]=[CH:29][C:22]=4[N:21]=3)[CH:15]=2)[CH2:10][CH2:9]1)(C)(C)C.[Cl:31]CCl, predict the reaction product. The product is: [ClH:31].[CH3:25][N:24]1[C:23]2[CH:26]=[CH:27][CH:28]=[CH:29][C:22]=2[N:21]=[C:20]1[C:16]1[CH:15]=[C:14]([N:11]2[CH2:12][CH2:13][CH:8]([NH2:7])[CH2:9][CH2:10]2)[CH:19]=[CH:18][CH:17]=1.